From a dataset of Reaction yield outcomes from USPTO patents with 853,638 reactions. Predict the reaction yield, written as a fraction of the theoretical maximum amount of product (1.0 means a 100% yield; for example, 0.34 means a 34% yield). (1) The reactants are S(=O)(=O)(O)[OH:2].[CH2:6]([N:13]1[CH2:18][CH2:17][C:16]([CH2:21][C:22]#[N:23])([C:19]#N)[CH2:15][CH2:14]1)[C:7]1[CH:12]=[CH:11][CH:10]=[CH:9][CH:8]=1.[OH-:24].[Na+]. The catalyst is C(O)(=O)C. The product is [CH2:6]([N:13]1[CH2:14][CH2:15][C:16]2([C:19](=[O:24])[NH:23][C:22](=[O:2])[CH2:21]2)[CH2:17][CH2:18]1)[C:7]1[CH:8]=[CH:9][CH:10]=[CH:11][CH:12]=1. The yield is 0.818. (2) The reactants are [F:1][C:2]1[CH:10]=[C:9]([F:11])[C:8]([F:12])=[CH:7][C:3]=1[C:4]([OH:6])=O.C(Cl)(=O)C(Cl)=O.Cl.[F:20][C:21]([F:26])([F:25])[C@@H:22]([NH2:24])[CH3:23].[OH-].[Na+]. The catalyst is C(#N)C.C1(C)C=CC=CC=1.CN(C)C=O. The product is [F:1][C:2]1[CH:10]=[C:9]([F:11])[C:8]([F:12])=[CH:7][C:3]=1[C:4]([NH:24][C@@H:22]([CH3:23])[C:21]([F:26])([F:25])[F:20])=[O:6]. The yield is 0.840. (3) The reactants are C([N:8]1[CH2:13][CH2:12][P:11]([C:15]2[CH:20]=[CH:19][C:18]([NH:21][C:22]3[N:27]=[C:26]([NH:28][C:29]4[CH:34]=[CH:33][CH:32]=[CH:31][C:30]=4[S:35]([CH:38]([CH3:40])[CH3:39])(=[O:37])=[O:36])[C:25](Cl)=[CH:24][N:23]=3)=[C:17](OC)[CH:16]=2)(=[O:14])[CH2:10][CH2:9]1)C1C=CC=CC=1.[CH:44]([O-])=[O:45].[NH4+]. The catalyst is [Pd]. The product is [CH3:44][O:45][C:15]1([P:11]2(=[O:14])[CH2:12][CH2:13][NH:8][CH2:9][CH2:10]2)[CH:16]=[CH:17][C:18]([NH:21][C:22]2[N:27]=[C:26]([NH:28][C:29]3[CH:34]=[CH:33][CH:32]=[CH:31][C:30]=3[S:35]([CH:38]([CH3:40])[CH3:39])(=[O:37])=[O:36])[CH:25]=[CH:24][N:23]=2)=[CH:19][CH2:20]1. The yield is 0.420.